Predict the reactants needed to synthesize the given product. From a dataset of Retrosynthesis with 50K atom-mapped reactions and 10 reaction types from USPTO. (1) Given the product COC(=O)C(OC(C)(C)C)c1c(C)nc2sc3c(c2c1Sc1ccccc1)CCCC3, predict the reactants needed to synthesize it. The reactants are: COC(=O)C(OC(C)(C)C)c1c(C)nc2sc3c(c2c1I)CCCC3.Sc1ccccc1. (2) Given the product CCOC(=O)c1cnn(-c2cccc(-c3cc(C)ccc3OCc3ccc(C4CCN(C(=O)OC(C)(C)C)CC4)cc3)n2)c1C(F)(F)F, predict the reactants needed to synthesize it. The reactants are: CCOC(=O)c1cnn(-c2cccc(-c3cc(C)ccc3OCc3ccc(C4=CCN(C(=O)OC(C)(C)C)CC4)cc3)n2)c1C(F)(F)F. (3) The reactants are: CC(=O)c1ccccc1Br.Cc1ccc([Sn](C)(C)C)cc1. Given the product CC(=O)c1ccccc1-c1ccc(C)cc1, predict the reactants needed to synthesize it. (4) Given the product Oc1ccc2[nH]nc(-c3cc4cc(OCCN5CCCCC5)ccc4[nH]3)c2c1, predict the reactants needed to synthesize it. The reactants are: c1ccc(COc2ccc3[nH]nc(-c4cc5cc(OCCN6CCCCC6)ccc5[nH]4)c3c2)cc1. (5) Given the product O=C(Nc1ccccc1)Nc1ccccc1NS(=O)(=O)c1ccc(Cl)cc1, predict the reactants needed to synthesize it. The reactants are: Nc1ccccc1NC(=O)Nc1ccccc1.O=S(=O)(Cl)c1ccc(Cl)cc1. (6) Given the product CS(=O)(=O)Nc1ccccc1OC1CCCCC1, predict the reactants needed to synthesize it. The reactants are: CS(=O)(=O)Cl.Nc1ccccc1OC1CCCCC1. (7) Given the product CC(C)(C)c1cc(N)cc2c1OCC2(C)C, predict the reactants needed to synthesize it. The reactants are: CC(C)(C)c1cc([N+](=O)[O-])cc2c1OCC2(C)C.